Dataset: Forward reaction prediction with 1.9M reactions from USPTO patents (1976-2016). Task: Predict the product of the given reaction. (1) Given the reactants Cl[C:2]1[C:7]([C:8]([O:10][CH2:11][CH3:12])=[O:9])=[CH:6][N:5]=[C:4]([C:13]([F:16])([F:15])[F:14])[N:3]=1.Cl.[F:18][C:19]([F:24])([F:23])[CH2:20][CH2:21][NH2:22].C(N(CC)CC)C, predict the reaction product. The product is: [F:14][C:13]([F:16])([F:15])[C:4]1[N:3]=[C:2]([NH:22][CH2:21][CH2:20][C:19]([F:24])([F:23])[F:18])[C:7]([C:8]([O:10][CH2:11][CH3:12])=[O:9])=[CH:6][N:5]=1. (2) Given the reactants [Cl:1]N1C(=O)CCC1=O.[S:9]1[CH:13]=[CH:12][C:11]([CH2:14][C:15]#[N:16])=[CH:10]1.C([O-])(O)=O.[Na+], predict the reaction product. The product is: [Cl:1][C:10]1[S:9][CH:13]=[CH:12][C:11]=1[CH2:14][C:15]#[N:16]. (3) The product is: [CH2:19]([O:18][C:9]1[N:8]=[C:7]2[C:12]([N:13]=[C:14]([O:15][CH3:16])[N:6]2[CH2:5][CH2:4][CH2:3][CH2:2][NH:30][CH:27]2[CH2:28][CH2:29][N:24]([CH3:23])[CH2:25][CH2:26]2)=[C:11]([NH2:17])[N:10]=1)[CH2:20][CH2:21][CH3:22]. Given the reactants Br[CH2:2][CH2:3][CH2:4][CH2:5][N:6]1[C:14]([O:15][CH3:16])=[N:13][C:12]2[C:7]1=[N:8][C:9]([O:18][CH2:19][CH2:20][CH2:21][CH3:22])=[N:10][C:11]=2[NH2:17].[CH3:23][N:24]1[CH2:29][CH2:28][CH:27]([NH2:30])[CH2:26][CH2:25]1, predict the reaction product. (4) Given the reactants [NH2:1][C@H:2]1[CH2:7][CH2:6][C@H:5]([NH:8][C:9]2[CH:10]=[C:11]([N:28]([CH:38]3[CH2:40][CH2:39]3)CC3C=CC(OC)=CC=3)[C:12]3[N:13]([C:15]([C:18]([NH:20][C:21]4[CH:26]=[CH:25][N:24]=[C:23]([Cl:27])[CH:22]=4)=[O:19])=[CH:16][N:17]=3)[N:14]=2)[CH2:4][CH2:3]1.[Br-].[Li+].[CH3:43][C:44]1([CH3:47])[CH2:46][O:45]1.C(O)(C(F)(F)F)=O, predict the reaction product. The product is: [Cl:27][C:23]1[CH:22]=[C:21]([NH:20][C:18]([C:15]2[N:13]3[N:14]=[C:9]([NH:8][C@H:5]4[CH2:6][CH2:7][C@H:2]([NH:1][CH2:43][C:44]([OH:45])([CH3:47])[CH3:46])[CH2:3][CH2:4]4)[CH:10]=[C:11]([NH:28][CH:38]4[CH2:39][CH2:40]4)[C:12]3=[N:17][CH:16]=2)=[O:19])[CH:26]=[CH:25][N:24]=1. (5) Given the reactants [N:1]1[C:10]2[C:5](=[CH:6][CH:7]=[CH:8][CH:9]=2)[N:4]=[CH:3][C:2]=1[C:11](Cl)=[O:12].Cl.[CH:15]12[CH2:25][CH:20]3[CH2:21][CH:22]([CH2:24][C:17]([NH2:26])([CH2:18][CH2:19]3)[CH2:16]1)[CH2:23]2.N1C=CC=CC=1, predict the reaction product. The product is: [CH:15]12[CH2:25][CH:20]3[CH2:21][CH:22]([CH2:24][C:17]([NH:26][C:11]([C:2]4[CH:3]=[N:4][C:5]5[C:10](=[CH:9][CH:8]=[CH:7][CH:6]=5)[N:1]=4)=[O:12])([CH2:18][CH2:19]3)[CH2:16]1)[CH2:23]2. (6) Given the reactants [CH:1]([O:4][C:5](=[O:14])[C:6]1[CH:11]=[CH:10][CH:9]=[C:8](Br)[C:7]=1[CH3:13])([CH3:3])[CH3:2].O1CCOCC1.C(N(CC)CC)C.[CH3:28][C:29]1([CH3:36])[C:33]([CH3:35])([CH3:34])[O:32][BH:31][O:30]1, predict the reaction product. The product is: [CH:1]([O:4][C:5](=[O:14])[C:6]1[CH:11]=[CH:10][CH:9]=[C:8]([B:31]2[O:32][C:33]([CH3:35])([CH3:34])[C:29]([CH3:36])([CH3:28])[O:30]2)[C:7]=1[CH3:13])([CH3:3])[CH3:2]. (7) Given the reactants Cl[C:2]1[CH:7]=[CH:6][N:5]=[C:4]([CH3:8])[CH:3]=1.[OH:9][C:10]1[CH:17]=[CH:16][C:13]([C:14]#[N:15])=[CH:12][C:11]=1[CH3:18].[OH-].[Na+], predict the reaction product. The product is: [CH3:18][C:11]1[CH:12]=[C:13]([CH:16]=[CH:17][C:10]=1[O:9][C:2]1[CH:7]=[CH:6][N:5]=[C:4]([CH3:8])[CH:3]=1)[C:14]#[N:15].